Dataset: Full USPTO retrosynthesis dataset with 1.9M reactions from patents (1976-2016). Task: Predict the reactants needed to synthesize the given product. (1) Given the product [C:16]([NH:15][CH2:14][CH2:13][CH:9]1[C:10]2[C:6](=[CH:5][CH:4]=[C:3]([NH:2][C:28](=[O:29])[CH2:27][O:26][CH2:19][C:20]3[CH:25]=[CH:24][CH:23]=[CH:22][CH:21]=3)[C:11]=2[OH:12])[CH2:7][CH2:8]1)(=[O:18])[CH3:17], predict the reactants needed to synthesize it. The reactants are: Cl.[NH2:2][C:3]1[C:11]([OH:12])=[C:10]2[C:6]([CH2:7][CH2:8][CH:9]2[CH2:13][CH2:14][NH:15][C:16](=[O:18])[CH3:17])=[CH:5][CH:4]=1.[CH2:19]([O:26][CH2:27][C:28](Cl)=[O:29])[C:20]1[CH:25]=[CH:24][CH:23]=[CH:22][CH:21]=1.O. (2) The reactants are: [CH3:1][C:2]([C:8]1[CH:13]=[CH:12][C:11]([N+:14]([O-:16])=[O:15])=[CH:10][CH:9]=1)([CH3:7])[C:3](OC)=[O:4].[H-].C([Al+]CC(C)C)C(C)C.Cl. Given the product [CH3:7][C:2]([C:8]1[CH:13]=[CH:12][C:11]([N+:14]([O-:16])=[O:15])=[CH:10][CH:9]=1)([CH3:1])[CH2:3][OH:4], predict the reactants needed to synthesize it.